The task is: Regression. Given a peptide amino acid sequence and an MHC pseudo amino acid sequence, predict their binding affinity value. This is MHC class I binding data.. This data is from Peptide-MHC class I binding affinity with 185,985 pairs from IEDB/IMGT. (1) The peptide sequence is IMYDIINSV. The MHC is HLA-B40:02 with pseudo-sequence HLA-B40:02. The binding affinity (normalized) is 0. (2) The peptide sequence is SLVIVTTFV. The MHC is HLA-A02:02 with pseudo-sequence HLA-A02:02. The binding affinity (normalized) is 0.804. (3) The peptide sequence is GLQGIYVLV. The MHC is HLA-A29:02 with pseudo-sequence HLA-A29:02. The binding affinity (normalized) is 0.213.